Dataset: Reaction yield outcomes from USPTO patents with 853,638 reactions. Task: Predict the reaction yield, written as a fraction of the theoretical maximum amount of product (1.0 means a 100% yield; for example, 0.34 means a 34% yield). (1) The reactants are [Li+].C[Si]([N-][Si](C)(C)C)(C)C.[CH3:11][C:12]1[N:17]=[C:16]([CH2:18][N:19]2[C:27]3[CH:26]=[CH:25][CH:24]=[C:23]([NH2:28])[C:22]=3[CH:21]=[N:20]2)[CH:15]=[CH:14][CH:13]=1.[CH3:29][N:30]1[CH2:35][CH2:34][N:33]([CH2:36][CH2:37][O:38][C:39]2[CH:44]=[CH:43][N:42]3[C:45]([C:48](OCC)=[O:49])=[CH:46][N:47]=[C:41]3[CH:40]=2)[CH2:32][CH2:31]1. The catalyst is C1COCC1.C([O-])(O)=O.[Na+]. The product is [CH3:29][N:30]1[CH2:31][CH2:32][N:33]([CH2:36][CH2:37][O:38][C:39]2[CH:44]=[CH:43][N:42]3[C:45]([C:48]([NH:28][C:23]4[CH:24]=[CH:25][CH:26]=[C:27]5[C:22]=4[CH:21]=[N:20][N:19]5[CH2:18][C:16]4[CH:15]=[CH:14][CH:13]=[C:12]([CH3:11])[N:17]=4)=[O:49])=[CH:46][N:47]=[C:41]3[CH:40]=2)[CH2:34][CH2:35]1. The yield is 0.610. (2) The catalyst is CCOCC. The reactants are [O:1]=[C:2]1[CH2:9][CH:8]2[CH:4]([CH2:5][CH:6]([NH:10][CH2:11][C:12]([N:14]3[CH2:18][CH2:17][CH2:16][CH:15]3[C:19]#[N:20])=[O:13])[CH2:7]2)[CH2:3]1.[ClH:21]. The product is [ClH:21].[O:1]=[C:2]1[CH2:9][CH:8]2[CH:4]([CH2:5][CH:6]([NH:10][CH2:11][C:12]([N:14]3[CH2:18][CH2:17][CH2:16][CH:15]3[C:19]#[N:20])=[O:13])[CH2:7]2)[CH2:3]1. The yield is 0.701. (3) The reactants are CN(C)C=O.Cl[C:7]1[CH:15]=[CH:14][C:10]([C:11]([OH:13])=[O:12])=[CH:9][N:8]=1.[CH2:16]([OH:20])[C:17]#[C:18][CH3:19].[H-].[Na+]. The catalyst is C(O)(=O)C. The product is [CH2:16]([O:20][C:7]1[CH:15]=[CH:14][C:10]([C:11]([OH:13])=[O:12])=[CH:9][N:8]=1)[C:17]#[C:18][CH3:19]. The yield is 0.260.